From a dataset of NCI-60 drug combinations with 297,098 pairs across 59 cell lines. Regression. Given two drug SMILES strings and cell line genomic features, predict the synergy score measuring deviation from expected non-interaction effect. (1) Drug 1: CCC(=C(C1=CC=CC=C1)C2=CC=C(C=C2)OCCN(C)C)C3=CC=CC=C3.C(C(=O)O)C(CC(=O)O)(C(=O)O)O. Synergy scores: CSS=55.3, Synergy_ZIP=11.0, Synergy_Bliss=9.71, Synergy_Loewe=-27.0, Synergy_HSA=10.1. Cell line: SF-268. Drug 2: B(C(CC(C)C)NC(=O)C(CC1=CC=CC=C1)NC(=O)C2=NC=CN=C2)(O)O. (2) Drug 1: CC1=C(C=C(C=C1)C(=O)NC2=CC(=CC(=C2)C(F)(F)F)N3C=C(N=C3)C)NC4=NC=CC(=N4)C5=CN=CC=C5. Drug 2: C1=NNC2=C1C(=O)NC=N2. Cell line: NCIH23. Synergy scores: CSS=-0.457, Synergy_ZIP=-1.58, Synergy_Bliss=-6.74, Synergy_Loewe=-5.87, Synergy_HSA=-6.05.